From a dataset of Full USPTO retrosynthesis dataset with 1.9M reactions from patents (1976-2016). Predict the reactants needed to synthesize the given product. Given the product [CH2:2]([O:4][C:5]([C:7]1[C:8]2[S:16][CH:15]=[C:14]([CH2:17][O:18][C:19]3[CH:24]=[CH:23][CH:22]=[C:21]([O:25][CH2:26][C:27]4[CH:32]=[CH:31][CH:30]=[C:29]([Cl:33])[CH:28]=4)[CH:20]=3)[C:9]=2[C:10]([NH2:1])=[N:11][CH:12]=1)=[O:6])[CH3:3], predict the reactants needed to synthesize it. The reactants are: [NH3:1].[CH2:2]([O:4][C:5]([C:7]1[C:8]2[S:16][CH:15]=[C:14]([CH2:17][O:18][C:19]3[CH:24]=[CH:23][CH:22]=[C:21]([O:25][CH2:26][C:27]4[CH:32]=[CH:31][CH:30]=[C:29]([Cl:33])[CH:28]=4)[CH:20]=3)[C:9]=2[C:10](Cl)=[N:11][CH:12]=1)=[O:6])[CH3:3].